This data is from Catalyst prediction with 721,799 reactions and 888 catalyst types from USPTO. The task is: Predict which catalyst facilitates the given reaction. (1) Product: [CH3:10][C:2]([C:11]1[S:12][C:13]([C:16]2[CH:21]=[C:20]([NH:22][C:23]3[N:28]=[C:27]([C:29]([F:31])([F:32])[F:30])[CH:26]=[CH:25][N:24]=3)[CH:19]=[C:18]([CH3:33])[CH:17]=2)=[CH:14][N:15]=1)([CH3:1])[C:3]([OH:5])=[O:4]. The catalyst class is: 440. Reactant: [CH3:1][C:2]([C:11]1[S:12][C:13]([C:16]2[CH:21]=[C:20]([NH:22][C:23]3[N:28]=[C:27]([C:29]([F:32])([F:31])[F:30])[CH:26]=[CH:25][N:24]=3)[CH:19]=[C:18]([CH3:33])[CH:17]=2)=[CH:14][N:15]=1)([CH3:10])[C:3]([O:5]C(C)(C)C)=[O:4].Cl. (2) Reactant: Cl.N[C:3]1[N:11]=[CH:10][N:9]=[C:8]2[C:4]=1[N:5]=[CH:6][N:7]2[C:12]1[CH:17]=[CH:16][C:15]([NH:18][C:19]([NH:21][C:22]2[CH:27]=[CH:26][C:25]([Cl:28])=[C:24]([C:29]([F:32])([F:31])[F:30])[CH:23]=2)=[O:20])=[CH:14][CH:13]=1.[C:33]([O:37][C:38]([NH:40][C@H:41]([C:46](O)=[O:47])[CH2:42][CH:43]([CH3:45])[CH3:44])=[O:39])([CH3:36])([CH3:35])[CH3:34].F[P-](F)(F)(F)(F)F.N1C2C=CC=C(O[P+](N3CCCC3)(N3CCCC3)N3CCCC3)C=2N=N1.CCN(C(C)C)C(C)C. Product: [C:33]([O:37][C:38](=[O:39])[NH:40][CH:41]([C:46]([C:3]1[N:11]=[CH:10][N:9]=[C:8]2[C:4]=1[N:5]=[CH:6][N:7]2[C:12]1[CH:17]=[CH:16][C:15]([NH:18][C:19]([NH:21][C:22]2[CH:27]=[CH:26][C:25]([Cl:28])=[C:24]([C:29]([F:32])([F:31])[F:30])[CH:23]=2)=[O:20])=[CH:14][CH:13]=1)=[O:47])[CH2:42][CH:43]([CH3:44])[CH3:45])([CH3:34])([CH3:36])[CH3:35]. The catalyst class is: 7.